This data is from NCI-60 drug combinations with 297,098 pairs across 59 cell lines. The task is: Regression. Given two drug SMILES strings and cell line genomic features, predict the synergy score measuring deviation from expected non-interaction effect. Drug 1: CN1C2=C(C=C(C=C2)N(CCCl)CCCl)N=C1CCCC(=O)O.Cl. Drug 2: CC(C)NC(=O)C1=CC=C(C=C1)CNNC.Cl. Cell line: SNB-75. Synergy scores: CSS=0.0645, Synergy_ZIP=-0.311, Synergy_Bliss=-0.0168, Synergy_Loewe=-1.18, Synergy_HSA=-0.829.